Dataset: Full USPTO retrosynthesis dataset with 1.9M reactions from patents (1976-2016). Task: Predict the reactants needed to synthesize the given product. (1) Given the product [Cl:1][C:2]1[C:3]2[N:12]([C:13]3[C:18]([F:19])=[CH:17][CH:16]=[CH:15][C:14]=3[F:20])[N:11]=[C:10]([C:21]3[CH:25]=[N:24][N:23]([CH:29]4[CH2:30][CH2:31][O:26][CH2:27][CH2:28]4)[CH:22]=3)[C:4]=2[C:5]([O:8][CH3:9])=[N:6][CH:7]=1, predict the reactants needed to synthesize it. The reactants are: [Cl:1][C:2]1[C:3]2[N:12]([C:13]3[C:18]([F:19])=[CH:17][CH:16]=[CH:15][C:14]=3[F:20])[N:11]=[C:10]([C:21]3[CH:22]=[N:23][NH:24][CH:25]=3)[C:4]=2[C:5]([O:8][CH3:9])=[N:6][CH:7]=1.[O:26]1[CH2:31][CH2:30][CH:29](O)[CH2:28][CH2:27]1.C1(P(C2C=CC=CC=2)C2C=CC=CC=2)C=CC=CC=1.N(/C(OC(C)(C)C)=O)=N\C(OC(C)(C)C)=O. (2) Given the product [F:1][C:2]1[CH:7]=[C:6]([N:8]2[CH2:12][C@H:11]([CH2:13][N:14]3[CH:18]=[CH:17][N:16]=[N:15]3)[O:10][C:9]2=[O:19])[CH:5]=[CH:4][C:3]=1[C:20]1[CH:21]=[CH:22][C:23]([C:26]2[CH2:30][C@@H:29]([CH2:31][O:32][CH2:33][C:34]([OH:36])=[O:35])[O:28][N:27]=2)=[N:24][CH:25]=1, predict the reactants needed to synthesize it. The reactants are: [F:1][C:2]1[CH:7]=[C:6]([N:8]2[CH2:12][C@H:11]([CH2:13][N:14]3[CH:18]=[CH:17][N:16]=[N:15]3)[O:10][C:9]2=[O:19])[CH:5]=[CH:4][C:3]=1[C:20]1[CH:21]=[CH:22][C:23]([C:26]2[CH2:30][C@@H:29]([CH2:31][O:32][CH2:33][C:34]([O:36]C(C)(C)C)=[O:35])[O:28][N:27]=2)=[N:24][CH:25]=1.FC(F)(F)C(O)=O. (3) Given the product [Cl:15][C:16]1[CH:17]=[CH:18][C:19]([C:22]2[CH:23]=[CH:24][C:25]([C:28]#[C:29][C:2]3[CH:7]=[CH:6][C:5]([C:8]4([OH:14])[CH2:13][CH2:12][NH:11][CH2:10][CH2:9]4)=[CH:4][CH:3]=3)=[N:26][CH:27]=2)=[CH:20][CH:21]=1, predict the reactants needed to synthesize it. The reactants are: I[C:2]1[CH:7]=[CH:6][C:5]([C:8]2([OH:14])[CH2:13][CH2:12][NH:11][CH2:10][CH2:9]2)=[CH:4][CH:3]=1.[Cl:15][C:16]1[CH:21]=[CH:20][C:19]([C:22]2[CH:23]=[CH:24][C:25]([C:28]#[CH:29])=[N:26][CH:27]=2)=[CH:18][CH:17]=1. (4) Given the product [F:21][C:18]([F:19])([F:20])[CH2:17][O:16][C:5]1[CH:6]=[CH:7][C:8]([O:10][CH2:11][C:12]([F:13])([F:14])[F:15])=[CH:9][C:4]=1[C:2](=[O:3])[CH:1]=[CH:27][C:26]1[CH:29]=[CH:30][C:23]([Cl:22])=[CH:24][CH:25]=1, predict the reactants needed to synthesize it. The reactants are: [CH3:1][C:2]([C:4]1[CH:9]=[C:8]([O:10][CH2:11][C:12]([F:15])([F:14])[F:13])[CH:7]=[CH:6][C:5]=1[O:16][CH2:17][C:18]([F:21])([F:20])[F:19])=[O:3].[Cl:22][C:23]1[CH:30]=[CH:29][C:26]([CH:27]=O)=[CH:25][CH:24]=1.CO.[OH-].[Na+]. (5) Given the product [C:11]([NH:14][NH:15][C:9](=[S:10])[NH:8][C:7]1[CH:6]=[CH:5][N:4]=[CH:3][C:2]=1[Br:1])(=[O:13])[CH3:12], predict the reactants needed to synthesize it. The reactants are: [Br:1][C:2]1[CH:3]=[N:4][CH:5]=[CH:6][C:7]=1[N:8]=[C:9]=[S:10].[C:11]([NH:14][NH2:15])(=[O:13])[CH3:12].